This data is from Full USPTO retrosynthesis dataset with 1.9M reactions from patents (1976-2016). The task is: Predict the reactants needed to synthesize the given product. (1) Given the product [Cl:1][C:2]1[CH:3]=[CH:4][CH:5]=[C:6]2[C:11]=1[N:10]=[C:9]([NH:12][CH2:13][CH2:14][O:15][CH3:16])[C:8]([C@@H:17]([NH:19][C:20]1[N:25]3[N:26]=[CH:27][CH:28]=[C:24]3[N:23]=[CH:22][N:21]=1)[CH3:18])=[CH:7]2, predict the reactants needed to synthesize it. The reactants are: [Cl:1][C:2]1[CH:3]=[CH:4][CH:5]=[C:6]2[C:11]=1[N:10]=[C:9]([NH:12][CH2:13][CH2:14][O:15][CH3:16])[C:8]([C@@H:17]([NH:19][C:20]1[N:25]3[N:26]=[CH:27][CH:28]=[C:24]3[N:23]=[C:22](S(C)(=O)=O)[N:21]=1)[CH3:18])=[CH:7]2.[BH4-].[Na+].O. (2) Given the product [CH2:25]([C:14]1[C:5]([OH:4])=[CH:6][CH:7]=[C:8]2[C:13]=1[O:12][C:11](=[O:15])[CH:10]=[C:9]2[CH3:16])[CH:20]=[CH2:21], predict the reactants needed to synthesize it. The reactants are: C([O:4][C:5]1[CH:14]=[C:13]2[C:8]([C:9]([CH3:16])=[CH:10][C:11](=[O:15])[O:12]2)=[CH:7][CH:6]=1)C=C.C(N(CC)[C:20]1[CH:25]=CC=C[CH:21]=1)C. (3) Given the product [NH2:5][C@H:6]1[CH2:11][CH2:10][CH2:9][CH2:8][C@@H:7]1[NH:12][C:13]1[CH:20]=[C:19]([C:21]([F:24])([F:23])[F:22])[CH:18]=[CH:17][C:14]=1[C:15]([O:26][CH3:25])=[O:2], predict the reactants needed to synthesize it. The reactants are: S(Cl)(Cl)=[O:2].[NH2:5][C@H:6]1[CH2:11][CH2:10][CH2:9][CH2:8][C@@H:7]1[NH:12][C:13]1[CH:20]=[C:19]([C:21]([F:24])([F:23])[F:22])[CH:18]=[CH:17][C:14]=1[C:15]#N.[C:25](=O)(O)[O-:26].[Na+]. (4) Given the product [CH2:20]([Sn:15]([CH2:11][CH2:12][CH2:13][CH3:14])([CH2:16][CH2:17][CH2:18][CH3:19])[C:2]1[O:1][CH:5]=[CH:4][N:3]=1)[CH2:21][CH2:22][CH3:23], predict the reactants needed to synthesize it. The reactants are: [O:1]1[CH:5]=[CH:4][N:3]=[CH:2]1.C([Li])CCC.[CH2:11]([Sn:15](Cl)([CH2:20][CH2:21][CH2:22][CH3:23])[CH2:16][CH2:17][CH2:18][CH3:19])[CH2:12][CH2:13][CH3:14]. (5) Given the product [C:1]([C:3]1[CH:4]=[CH:5][C:6]([N:9]2[CH2:14][CH2:13][N:12]([C:29](=[O:30])[C:28]3[CH:32]=[CH:33][CH:34]=[C:26]([C:23]4[N:22]=[C:21]([C:20]([F:36])([F:35])[F:19])[O:25][N:24]=4)[CH:27]=3)[CH:11]([C:15]([O:17][CH3:18])=[O:16])[CH2:10]2)=[N:7][CH:8]=1)#[N:2], predict the reactants needed to synthesize it. The reactants are: [C:1]([C:3]1[CH:4]=[CH:5][C:6]([N:9]2[CH2:14][CH2:13][NH:12][CH:11]([C:15]([O:17][CH3:18])=[O:16])[CH2:10]2)=[N:7][CH:8]=1)#[N:2].[F:19][C:20]([F:36])([F:35])[C:21]1[O:25][N:24]=[C:23]([C:26]2[CH:27]=[C:28]([CH:32]=[CH:33][CH:34]=2)[C:29](O)=[O:30])[N:22]=1. (6) Given the product [CH3:39][C:38]1[CH:37]=[CH:36][C:35]([NH:40][C:41](=[O:58])[C:42]2[CH:47]=[C:46]([C:48]([F:49])([F:50])[F:51])[CH:45]=[C:44]([N:52]3[CH:56]=[C:55]([CH3:57])[N:54]=[CH:53]3)[CH:43]=2)=[CH:34][C:33]=1[NH:32][C:15]([N:3]1[C:4]2[N:9]=[CH:8][N:7]=[C:6]([Cl:10])[C:5]=2[CH:1]=[CH:2]1)=[O:21], predict the reactants needed to synthesize it. The reactants are: [CH:1]1[C:5]2[C:6]([Cl:10])=[N:7][CH:8]=[N:9][C:4]=2[NH:3][CH:2]=1.ClC(Cl)(O[C:15](=[O:21])OC(Cl)(Cl)Cl)Cl.CCN(C(C)C)C(C)C.[NH2:32][C:33]1[CH:34]=[C:35]([NH:40][C:41](=[O:58])[C:42]2[CH:47]=[C:46]([C:48]([F:51])([F:50])[F:49])[CH:45]=[C:44]([N:52]3[CH:56]=[C:55]([CH3:57])[N:54]=[CH:53]3)[CH:43]=2)[CH:36]=[CH:37][C:38]=1[CH3:39].